The task is: Predict which catalyst facilitates the given reaction.. This data is from Catalyst prediction with 721,799 reactions and 888 catalyst types from USPTO. (1) Reactant: [C:1]([O:5][C:6](=[O:19])[NH:7][CH2:8][C:9]1[CH:14]=[CH:13][C:12]([F:15])=[C:11]([N+:16]([O-])=O)[CH:10]=1)([CH3:4])([CH3:3])[CH3:2]. Product: [C:1]([O:5][C:6](=[O:19])[NH:7][CH2:8][C:9]1[CH:14]=[CH:13][C:12]([F:15])=[C:11]([NH2:16])[CH:10]=1)([CH3:4])([CH3:2])[CH3:3]. The catalyst class is: 129. (2) Reactant: Cl[C:2]1[CH:3]=[C:4]2[C:9](=[CH:10][CH:11]=1)[O:8][C:7](=[O:12])[CH:6]=[C:5]2OS(C(F)(F)F)(=O)=O.[CH3:21]CN(CC)CC.[Cl:28][C:29]1[CH:38]=[C:37]2[C:32]([C:33]([NH:39][CH:40]3[CH2:45][CH2:44][CH:43]([NH2:46])[CH2:42][CH2:41]3)=[CH:34][CH:35]=[N:36]2)=[CH:31][CH:30]=1.C(#N)C.ClCCl.CN(C=O)C. Product: [Cl:28][C:29]1[CH:38]=[C:37]2[C:32]([C:33]([NH:39][CH:40]3[CH2:41][CH2:42][CH:43]([NH:46][C:5]4[C:4]5[C:9](=[CH:10][CH:11]=[C:2]([CH3:21])[CH:3]=5)[O:8][C:7](=[O:12])[CH:6]=4)[CH2:44][CH2:45]3)=[CH:34][CH:35]=[N:36]2)=[CH:31][CH:30]=1. The catalyst class is: 10. (3) Reactant: [CH3:1][O:2][C:3]1[CH:4]=[C:5]2[C:10](=[CH:11][C:12]=1[O:13][CH3:14])[N:9]=[CH:8][CH:7]=[C:6]2[O:15][C:16]1[CH:22]=[CH:21][C:19]([NH2:20])=[CH:18][CH:17]=1.Cl[C:24](Cl)([O:26][C:27](=[O:33])OC(Cl)(Cl)Cl)Cl.[CH3:35][C:36](=C)[CH2:37]O.C(=O)(O)[O-].[Na+]. Product: [CH3:1][O:2][C:3]1[CH:4]=[C:5]2[C:10](=[CH:11][C:12]=1[O:13][CH3:14])[N:9]=[CH:8][CH:7]=[C:6]2[O:15][C:16]1[CH:22]=[CH:21][C:19]([NH:20][C:27](=[O:33])[O:26][CH2:24][C:36]([CH3:37])=[CH2:35])=[CH:18][CH:17]=1. The catalyst class is: 208. (4) Reactant: C(Cl)Cl.[Cl:4][C:5]1[C:6]([CH:12]([S:21]([C:24]2[CH:29]=[CH:28][C:27]([Cl:30])=[CH:26][CH:25]=2)(=[O:23])=[O:22])[C:13]2[CH:18]=[C:17]([F:19])[CH:16]=[CH:15][C:14]=2[F:20])=[CH:7][C:8]([NH2:11])=[N:9][CH:10]=1.N1C=CC=CC=1.Cl[S:38]([CH2:41][C:42]([O:44][CH2:45][CH3:46])=[O:43])(=[O:40])=[O:39]. The catalyst class is: 195. Product: [Cl:4][C:5]1[C:6]([CH:12]([S:21]([C:24]2[CH:29]=[CH:28][C:27]([Cl:30])=[CH:26][CH:25]=2)(=[O:23])=[O:22])[C:13]2[CH:18]=[C:17]([F:19])[CH:16]=[CH:15][C:14]=2[F:20])=[CH:7][C:8]([NH:11][S:38]([CH2:41][C:42]([O:44][CH2:45][CH3:46])=[O:43])(=[O:40])=[O:39])=[N:9][CH:10]=1. (5) Reactant: C(NC(C)C)(C)C.C([Li])CCC.[C:13]([O:16][C:17]([CH3:20])([CH3:19])[CH3:18])(=[O:15])[CH3:14].[F:21][C:22]1[CH:27]=[CH:26][C:25]([C:28]2[C:33](/[CH:34]=[CH:35]/[C:36](Cl)=[O:37])=[C:32]([CH:39]([CH3:41])[CH3:40])[N:31]=[C:30]([N:42]([CH3:47])[S:43]([CH3:46])(=[O:45])=[O:44])[N:29]=2)=[CH:24][CH:23]=1. Product: [F:21][C:22]1[CH:23]=[CH:24][C:25]([C:28]2[C:33](/[CH:34]=[CH:35]/[C:36](=[O:37])[CH2:14][C:13]([O:16][C:17]([CH3:20])([CH3:19])[CH3:18])=[O:15])=[C:32]([CH:39]([CH3:41])[CH3:40])[N:31]=[C:30]([N:42]([CH3:47])[S:43]([CH3:46])(=[O:45])=[O:44])[N:29]=2)=[CH:26][CH:27]=1. The catalyst class is: 1. (6) Product: [CH:33]1([C:32]2[C:13]([N:8]([C:5]3[CH:6]=[CH:7][C:2]([B:41]4[O:45][C:44]([CH3:47])([CH3:46])[C:43]([CH3:49])([CH3:48])[O:42]4)=[CH:3][CH:4]=3)[S:9]([CH3:12])(=[O:11])=[O:10])=[CH:14][C:15]3[O:19][C:18]([C:20]4[CH:25]=[CH:24][C:23]([F:26])=[CH:22][CH:21]=4)=[C:17]([C:27]([NH:29][CH3:30])=[O:28])[C:16]=3[CH:31]=2)[CH2:35][CH2:34]1. The catalyst class is: 12. Reactant: Br[C:2]1[CH:7]=[CH:6][C:5]([N:8]([C:13]2[C:32]([CH:33]3[CH2:35][CH2:34]3)=[CH:31][C:16]3[C:17]([C:27]([NH:29][CH3:30])=[O:28])=[C:18]([C:20]4[CH:25]=[CH:24][C:23]([F:26])=[CH:22][CH:21]=4)[O:19][C:15]=3[CH:14]=2)[S:9]([CH3:12])(=[O:11])=[O:10])=[CH:4][CH:3]=1.C([O-])(=O)C.[K+].[B:41]1([B:41]2[O:45][C:44]([CH3:47])([CH3:46])[C:43]([CH3:49])([CH3:48])[O:42]2)[O:45][C:44]([CH3:47])([CH3:46])[C:43]([CH3:49])([CH3:48])[O:42]1. (7) Reactant: [C:1]([C@@H:5]1[NH:29][CH2:28][CH2:27][CH2:26][CH2:25][CH:24]=[CH:23][C:22]2[CH:30]=[C:18]([CH:19]=[CH:20][CH:21]=2)[C:17]2=[CH:31][C:13](=[CH:14][CH:15]=[CH:16]2)[CH2:12][O:11][C@H:10]2[CH2:32][N:7]([C@H:8]([C:33]([O:35][CH3:36])=[O:34])[CH2:9]2)[C:6]1=[O:37])([CH3:4])([CH3:3])[CH3:2].FC(F)(F)C(O)=O. Product: [C:1]([C@@H:5]1[NH:29][CH2:28][CH2:27][CH2:26][CH2:25][CH2:24][CH2:23][C:22]2[CH:30]=[C:18]([CH:19]=[CH:20][CH:21]=2)[C:17]2=[CH:31][C:13](=[CH:14][CH:15]=[CH:16]2)[CH2:12][O:11][C@H:10]2[CH2:32][N:7]([C@H:8]([C:33]([O:35][CH3:36])=[O:34])[CH2:9]2)[C:6]1=[O:37])([CH3:4])([CH3:2])[CH3:3]. The catalyst class is: 19.